From a dataset of Reaction yield outcomes from USPTO patents with 853,638 reactions. Predict the reaction yield, written as a fraction of the theoretical maximum amount of product (1.0 means a 100% yield; for example, 0.34 means a 34% yield). (1) The reactants are C1C2C(C[O:15][C:16]([N:18]([CH2:34][C:35]3[N:39](C)[C:38]4[CH:41]=[CH:42][CH:43]=[CH:44][C:37]=4[N:36]=3)[CH2:19][CH2:20][NH:21][C@@H:22]([C@@H:30]([CH3:33])[CH2:31][CH3:32])[C:23]([O:25][C:26]([CH3:29])([CH3:28])[CH3:27])=[O:24])=O)C3C(=CC=CC=3)C=2C=CC=1.[CH2:45](NCC)C.[N+](C1C=CC(OC(=O)OC2C=CC([N+]([O-])=O)=CC=2)=CC=1)([O-])=O. The catalyst is CN(C)C=O.ClCCCl. The product is [CH3:33][C@@H:30]([CH2:31][CH3:32])[C@H:22]([N:21]1[CH2:20][CH2:19][N:18]([CH2:34][C:35]2[N:39]([CH3:45])[C:38]3[CH:41]=[CH:42][CH:43]=[CH:44][C:37]=3[N:36]=2)[C:16]1=[O:15])[C:23]([O:25][C:26]([CH3:27])([CH3:29])[CH3:28])=[O:24]. The yield is 0.590. (2) The reactants are [C:1]([C:5]1([C:10]2[CH:15]=[CH:14][C:13]([CH2:16][CH2:17][C:18]3([CH:26]4[CH2:30][CH2:29][CH2:28][CH2:27]4)[O:23][C:22](=[O:24])[CH2:21][C:20](=[O:25])[CH2:19]3)=[CH:12][CH:11]=2)OCC[O:6]1)([CH3:4])([CH3:3])[CH3:2]. The catalyst is CC(C)=O. The product is [CH:26]1([C:18]2([CH2:17][CH2:16][C:13]3[CH:14]=[CH:15][C:10]([C:5](=[O:6])[C:1]([CH3:3])([CH3:2])[CH3:4])=[CH:11][CH:12]=3)[O:23][C:22](=[O:24])[CH2:21][C:20](=[O:25])[CH2:19]2)[CH2:30][CH2:29][CH2:28][CH2:27]1. The yield is 0.950. (3) The reactants are [CH3:1][C:2]1[S:3][C:4]2[CH:10]=[CH:9][C:8]([OH:11])=[CH:7][C:5]=2[N:6]=1.C([Mg]Cl)(C)C.[NH:17]1[C:27]2[C:22](=[CH:23][CH:24]=[CH:25][CH:26]=2)[C:20](=[O:21])[C:18]1=[O:19]. The catalyst is O1CCCC1.[Cl-].[NH4+].C(OCC)(=O)C. The product is [OH:21][C:20]1([C:9]2[C:8]([OH:11])=[CH:7][C:5]3[N:6]=[C:2]([CH3:1])[S:3][C:4]=3[CH:10]=2)[C:22]2[C:27](=[CH:26][CH:25]=[CH:24][CH:23]=2)[NH:17][C:18]1=[O:19]. The yield is 0.620. (4) The reactants are [CH3:1][O:2][C:3]1[CH:12]=[C:11]([O:13][CH3:14])[CH:10]=[C:9]2[C:4]=1[C:5](=[O:27])[NH:6][C:7]([C:15]1[CH:20]=[CH:19][C:18]([N:21]3[CH2:26][CH2:25][NH:24][CH2:23][CH2:22]3)=[CH:17][CH:16]=1)=[N:8]2.CCN(CC)CC.[F:35][C:36]1[CH:44]=[CH:43][C:39]([C:40](Cl)=[O:41])=[CH:38][CH:37]=1. The catalyst is C(Cl)Cl. The product is [F:35][C:36]1[CH:44]=[CH:43][C:39]([C:40]([N:24]2[CH2:23][CH2:22][N:21]([C:18]3[CH:19]=[CH:20][C:15]([C:7]4[NH:6][C:5](=[O:27])[C:4]5[C:9](=[CH:10][C:11]([O:13][CH3:14])=[CH:12][C:3]=5[O:2][CH3:1])[N:8]=4)=[CH:16][CH:17]=3)[CH2:26][CH2:25]2)=[O:41])=[CH:38][CH:37]=1. The yield is 0.450.